This data is from Full USPTO retrosynthesis dataset with 1.9M reactions from patents (1976-2016). The task is: Predict the reactants needed to synthesize the given product. (1) The reactants are: [CH3:1][O:2][C:3](=[O:13])[C:4]1[CH:9]=[CH:8][C:7]([Br:10])=[C:6]([OH:11])[C:5]=1[NH2:12].[CH2:14](N(CC)CC)[CH3:15].C1(C)C=CC(S([O-])(=O)=O)=CC=1.[NH+]1C=CC=CC=1.C(Cl)(=O)C. Given the product [CH3:1][O:2][C:3]([C:4]1[CH:9]=[CH:8][C:7]([Br:10])=[C:6]2[O:11][C:14]([CH3:15])=[N:12][C:5]=12)=[O:13], predict the reactants needed to synthesize it. (2) Given the product [CH2:27]([O:1][C:2]1[CH:7]=[C:6]([O:8][C:9]2[CH:14]=[CH:13][C:12]([C:15]([F:18])([F:16])[F:17])=[CH:11][N:10]=2)[CH:5]=[CH:4][C:3]=1[CH2:19][CH2:20][C:21]([O:23][CH2:24][CH3:25])=[O:22])[CH2:28][CH2:29][CH3:30], predict the reactants needed to synthesize it. The reactants are: [OH:1][C:2]1[CH:7]=[C:6]([O:8][C:9]2[CH:14]=[CH:13][C:12]([C:15]([F:18])([F:17])[F:16])=[CH:11][N:10]=2)[CH:5]=[CH:4][C:3]=1[CH2:19][CH2:20][C:21]([O:23][CH2:24][CH3:25])=[O:22].I[CH2:27][CH2:28][CH2:29][CH3:30].C(=O)([O-])[O-].[K+].[K+].O. (3) Given the product [NH2:3][O:12][CH2:13][CH2:14][CH2:15][O:16][C:17]1[CH:18]=[C:19]([Cl:34])[CH:20]=[C:21]([C:23]([N:25]([CH:29]2[CH2:30][CH2:31][CH2:32][CH2:33]2)[CH2:26][CH:27]=[CH2:28])=[O:24])[CH:22]=1, predict the reactants needed to synthesize it. The reactants are: O=C1C2C(=CC=CC=2)C(=O)[N:3]1[O:12][CH2:13][CH2:14][CH2:15][O:16][C:17]1[CH:18]=[C:19]([Cl:34])[CH:20]=[C:21]([C:23]([N:25]([CH:29]2[CH2:33][CH2:32][CH2:31][CH2:30]2)[CH2:26][CH:27]=[CH2:28])=[O:24])[CH:22]=1.CN.